Dataset: Full USPTO retrosynthesis dataset with 1.9M reactions from patents (1976-2016). Task: Predict the reactants needed to synthesize the given product. Given the product [F:13][C:14]1[CH:22]=[CH:21][C:17]([C:18]([OH:19])=[C:2]([C:1]#[N:5])[C:3]#[N:4])=[CH:16][CH:15]=1, predict the reactants needed to synthesize it. The reactants are: [C:1](#[N:5])[CH2:2][C:3]#[N:4].C(N(CC)CC)C.[F:13][C:14]1[CH:22]=[CH:21][C:17]([C:18](Cl)=[O:19])=[CH:16][CH:15]=1.